From a dataset of Retrosynthesis with 50K atom-mapped reactions and 10 reaction types from USPTO. Predict the reactants needed to synthesize the given product. (1) Given the product CCC1(O)CN(Cc2ccc(OC3CN(C(=O)c4nnc(-c5ccccc5)o4)C3)c(C)c2)C1, predict the reactants needed to synthesize it. The reactants are: CCC1(O)CNC1.Cc1cc(C=O)ccc1OC1CN(C(=O)c2nnc(-c3ccccc3)o2)C1. (2) Given the product CN(C)CCN1CCCc2cc([N+](=O)[O-])cc(F)c21, predict the reactants needed to synthesize it. The reactants are: CN(C)CCN1C(=O)CCc2cc([N+](=O)[O-])cc(F)c21. (3) Given the product O=C1CCc2c(F)cc(F)cc21, predict the reactants needed to synthesize it. The reactants are: O=C(Cl)CCc1ccc(F)cc1F. (4) Given the product CC(C)c1ccc(-c2csc(N(Cc3cccs3)S(=O)(=O)CC(=O)O)n2)cc1, predict the reactants needed to synthesize it. The reactants are: CC(C)c1ccc(-c2csc(N(Cc3cccs3)S(=O)(=O)CC(=O)OC(C)(C)C)n2)cc1. (5) Given the product COc1ccc(C2CCOCC2)c2oc(NC(=O)c3ccnc(C)c3)nc12, predict the reactants needed to synthesize it. The reactants are: COc1ccc(C2CCOCC2)c2oc(N)nc12.Cc1cc(C(=O)O)ccn1. (6) Given the product O=C(O)c1ccc(-c2cnc(OCC3CCN(CC4(C(F)(F)F)CCC4)CC3)nc2)cc1F, predict the reactants needed to synthesize it. The reactants are: CCOC(=O)c1ccc(-c2cnc(OCC3CCN(CC4(C(F)(F)F)CCC4)CC3)nc2)cc1F.